The task is: Predict the reactants needed to synthesize the given product.. This data is from Full USPTO retrosynthesis dataset with 1.9M reactions from patents (1976-2016). Given the product [CH2:1]([O:3][C:4]1[CH:9]=[CH:8][C:7]([N+:12]([O-:14])=[O:13])=[CH:6][C:5]=1[CH2:10][CH3:11])[CH3:2], predict the reactants needed to synthesize it. The reactants are: [CH2:1]([O:3][C:4]1[CH:9]=[CH:8][CH:7]=[CH:6][C:5]=1[CH2:10][CH3:11])[CH3:2].[N+:12]([O-])([OH:14])=[O:13].